This data is from Forward reaction prediction with 1.9M reactions from USPTO patents (1976-2016). The task is: Predict the product of the given reaction. The product is: [Cl:7][C:11]1[N:10]([CH2:8][CH3:9])[C:14]([C:15]2[CH:20]=[CH:19][N:18]=[CH:17][CH:16]=2)=[C:13]([C:21]2[CH:26]=[CH:25][C:24]([F:27])=[CH:23][CH:22]=2)[N:12]=1. Given the reactants O=P(Cl)(Cl)Cl.[NH4+].[Cl-:7].[CH2:8]([N:10]1[C:14]([C:15]2[CH:20]=[CH:19][N:18]=[CH:17][CH:16]=2)=[C:13]([C:21]2[CH:26]=[CH:25][C:24]([F:27])=[CH:23][CH:22]=2)[NH:12][C:11]1=O)[CH3:9], predict the reaction product.